Dataset: Reaction yield outcomes from USPTO patents with 853,638 reactions. Task: Predict the reaction yield, written as a fraction of the theoretical maximum amount of product (1.0 means a 100% yield; for example, 0.34 means a 34% yield). (1) The reactants are [C@@H:1]([C@@H:5]1[NH:6][C:7](=[O:20])[C:8]2[C:13](/[C:14]/1=[CH:15]/[C:16]([O:18]C)=[O:17])=[CH:12][CH:11]=[CH:10][CH:9]=2)([CH2:3][CH3:4])[CH3:2].C1COCC1.O.[Li+].[OH-].Cl. The catalyst is O.C1COCC1. The product is [C@@H:1]([C@@H:5]1[NH:6][C:7](=[O:20])[C:8]2[C:13](/[C:14]/1=[CH:15]/[C:16]([OH:18])=[O:17])=[CH:12][CH:11]=[CH:10][CH:9]=2)([CH2:3][CH3:4])[CH3:2]. The yield is 0.540. (2) The reactants are [Cl:1][C:2]1[C:7]([N:8]2[CH2:13][CH2:12][CH:11]([C:14]3[CH:19]=[C:18]([Cl:20])[CH:17]=[C:16]([Cl:21])[CH:15]=3)[CH2:10][CH2:9]2)=[CH:6][N:5]=[N:4][C:3]=1[NH:22][NH:23][C:24](=O)[CH2:25][CH:26]1[CH2:28][CH2:27]1.P(Cl)(Cl)(Cl)=O. The catalyst is C(#N)C. The product is [Cl:1][C:2]1[C:3]2[N:4]([C:24]([CH2:25][CH:26]3[CH2:28][CH2:27]3)=[N:23][N:22]=2)[N:5]=[CH:6][C:7]=1[N:8]1[CH2:13][CH2:12][CH:11]([C:14]2[CH:19]=[C:18]([Cl:20])[CH:17]=[C:16]([Cl:21])[CH:15]=2)[CH2:10][CH2:9]1. The yield is 0.0825. (3) The reactants are [C:1]1([C:7]2([CH3:15])[N:11]([CH3:12])[C:10](=[O:13])[NH:9][C:8]2=[O:14])[CH2:6][CH2:5][CH2:4][CH2:3][CH:2]=1.Br[CH2:17][C:18]([C:20]1[NH:21][CH:22]=[CH:23][CH:24]=1)=[O:19]. No catalyst specified. The product is [C:1]1([C:7]2([CH3:15])[N:11]([CH3:12])[C:10](=[O:13])[N:9]([CH2:17][C:18](=[O:19])[C:20]3[NH:21][CH:22]=[CH:23][CH:24]=3)[C:8]2=[O:14])[CH2:6][CH2:5][CH2:4][CH2:3][CH:2]=1. The yield is 0.200. (4) The reactants are [NH2:1][C:2]1[N:7]=[CH:6][N:5]=[C:4]2[N:8]([CH:12]([C:14]3[CH:21]=[C:20]([Cl:22])[C:17]([C:18]#[N:19])=[C:16]([CH:23]4[CH2:26][NH:25][CH2:24]4)[C:15]=3[O:27][CH2:28][CH3:29])[CH3:13])[N:9]=[C:10]([CH3:11])[C:3]=12.C=O.[C:32]([BH3-])#N.[Na+]. The catalyst is CO. The product is [NH2:1][C:2]1[N:7]=[CH:6][N:5]=[C:4]2[N:8]([CH:12]([C:14]3[CH:21]=[C:20]([Cl:22])[C:17]([C:18]#[N:19])=[C:16]([CH:23]4[CH2:24][N:25]([CH3:32])[CH2:26]4)[C:15]=3[O:27][CH2:28][CH3:29])[CH3:13])[N:9]=[C:10]([CH3:11])[C:3]=12. The yield is 0.500. (5) The reactants are FC(F)(F)[C:3]1[CH:4]=[C:5]([CH:26]=[C:27](C(F)(F)F)[CH:28]=1)[C:6]([N:8]1[CH2:25][CH2:24][C:11]2([C:15](=[O:16])[NH:14][C:13](=[O:17])[CH:12]2[C:18]2[CH:23]=[CH:22][CH:21]=[CH:20][CH:19]=2)[CH2:10][CH2:9]1)=O.[C:35]1(P(C2C=CC=CC=2)C2C=CC=CC=2)C=CC=CC=1.CO.CCOC(/N=N/C(OCC)=O)=O. The catalyst is O1CCCC1. The product is [CH2:6]([N:8]1[CH2:9][CH2:10][C:11]2([C:15](=[O:16])[N:14]([CH3:35])[C:13](=[O:17])[CH:12]2[C:18]2[CH:19]=[CH:20][CH:21]=[CH:22][CH:23]=2)[CH2:24][CH2:25]1)[C:5]1[CH:26]=[CH:27][CH:28]=[CH:3][CH:4]=1. The yield is 0.820. (6) The product is [CH3:1][C:2]1[N:6]([C:7]2[CH:12]=[CH:11][CH:10]=[CH:9][CH:8]=2)[N:5]=[CH:4][C:3]=1[C:13]([Cl:24])=[O:15]. The catalyst is C(Cl)Cl. The reactants are [CH3:1][C:2]1[N:6]([C:7]2[CH:12]=[CH:11][CH:10]=[CH:9][CH:8]=2)[N:5]=[CH:4][C:3]=1[C:13]([OH:15])=O.CN(C=O)C.S(Cl)([Cl:24])(=O)=O. The yield is 0.980. (7) The reactants are [C:1]1([C:7]2[S:11][C:10]([C:12]([O-:14])=O)=[N:9][CH:8]=2)[CH:6]=[CH:5][CH:4]=[CH:3][CH:2]=1.[K+].C(Cl)(=O)C([Cl:19])=O. The catalyst is C(Cl)Cl.CN(C=O)C. The product is [C:1]1([C:7]2[S:11][C:10]([C:12]([Cl:19])=[O:14])=[N:9][CH:8]=2)[CH:6]=[CH:5][CH:4]=[CH:3][CH:2]=1. The yield is 0.990.